This data is from Forward reaction prediction with 1.9M reactions from USPTO patents (1976-2016). The task is: Predict the product of the given reaction. (1) Given the reactants [CH3:1][S:2][CH2:3][S:4]([C:7]1[CH:12]=[CH:11][CH:10]=[CH:9][CH:8]=1)(=[O:6])=[O:5].[H-].[Na+].Br[CH2:16][C@@:17]1([C:22]2[C:31]3[C:26](=[CH:27][CH:28]=[CH:29][CH:30]=3)[CH:25]=[CH:24][CH:23]=2)[CH2:19][CH:18]1[CH2:20]Br.C(OCC)(=O)C.CCCCCC, predict the reaction product. The product is: [C:7]1([S:4]([C:3]2([S:2][CH3:1])[CH2:20][C@H:18]3[C@:17]([C:22]4[C:31]5[C:26](=[CH:27][CH:28]=[CH:29][CH:30]=5)[CH:25]=[CH:24][CH:23]=4)([CH2:19]3)[CH2:16]2)(=[O:5])=[O:6])[CH:12]=[CH:11][CH:10]=[CH:9][CH:8]=1. (2) Given the reactants [C:1]([O:5][C:6]([N:8]1[CH2:13][CH2:12][C:11]2[S:14][C:15]([CH2:17][CH2:18][C:19]([OH:21])=O)=[CH:16][C:10]=2[CH2:9]1)=[O:7])([CH3:4])([CH3:3])[CH3:2].CN1CCOCC1.ClC(OCC(C)C)=O.Cl.[Cl:38][C:39]1[CH:40]=[C:41]2[C:46](=[CH:47][CH:48]=1)[CH:45]=[C:44]([S:49]([N:52]1[CH2:57][CH2:56][NH:55][CH2:54][CH2:53]1)(=[O:51])=[O:50])[CH:43]=[CH:42]2, predict the reaction product. The product is: [C:1]([O:5][C:6]([N:8]1[CH2:13][CH2:12][C:11]2[S:14][C:15]([CH2:17][CH2:18][C:19]([N:55]3[CH2:54][CH2:53][N:52]([S:49]([C:44]4[CH:43]=[CH:42][C:41]5[C:46](=[CH:47][CH:48]=[C:39]([Cl:38])[CH:40]=5)[CH:45]=4)(=[O:51])=[O:50])[CH2:57][CH2:56]3)=[O:21])=[CH:16][C:10]=2[CH2:9]1)=[O:7])([CH3:2])([CH3:4])[CH3:3]. (3) The product is: [C:1]([O:5][C@@H:6]([C:12]1[C:30]([CH3:31])=[CH:29][C:15]2[N:16]=[C:17]([C:19]3[CH:20]=[C:21]4[C:25](=[CH:26][CH:27]=3)[C:24](=[O:28])[N:23]([CH3:42])[CH2:22]4)[S:18][C:14]=2[C:13]=1[C:32]1[CH:37]=[CH:36][C:35]([Cl:38])=[CH:34][CH:33]=1)[C:7]([O:9][CH2:10][CH3:11])=[O:8])([CH3:2])([CH3:3])[CH3:4]. Given the reactants [C:1]([O:5][C@@H:6]([C:12]1[C:30]([CH3:31])=[CH:29][C:15]2[N:16]=[C:17]([C:19]3[CH:20]=[C:21]4[C:25](=[CH:26][CH:27]=3)[C:24](=[O:28])[NH:23][CH2:22]4)[S:18][C:14]=2[C:13]=1[C:32]1[CH:37]=[CH:36][C:35]([Cl:38])=[CH:34][CH:33]=1)[C:7]([O:9][CH2:10][CH3:11])=[O:8])([CH3:4])([CH3:3])[CH3:2].[H-].[Na+].I[CH3:42].[NH4+].[Cl-], predict the reaction product. (4) The product is: [CH:33]([N:30]1[CH2:31][CH2:32][CH:27]([NH:26][C:25]([C:14]2[N:13]([CH2:12][C:9]3[CH:8]=[C:7]([C:5]4[S:6][C:2]([Cl:1])=[CH:3][CH:4]=4)[O:11][N:10]=3)[C:17]3[CH:18]=[CH:19][CH:20]=[C:21]([C:22]([N:37]4[CH2:42][CH2:41][CH:40]([OH:43])[CH2:39][CH2:38]4)=[O:23])[C:16]=3[N:15]=2)=[O:36])[CH2:28][CH2:29]1)([CH3:35])[CH3:34]. Given the reactants [Cl:1][C:2]1[S:6][C:5]([C:7]2[O:11][N:10]=[C:9]([CH2:12][N:13]3[C:17]4[CH:18]=[CH:19][CH:20]=[C:21]([C:22](O)=[O:23])[C:16]=4[N:15]=[C:14]3[C:25](=[O:36])[NH:26][CH:27]3[CH2:32][CH2:31][N:30]([CH:33]([CH3:35])[CH3:34])[CH2:29][CH2:28]3)[CH:8]=2)=[CH:4][CH:3]=1.[NH:37]1[CH2:42][CH2:41][CH:40]([OH:43])[CH2:39][CH2:38]1, predict the reaction product. (5) Given the reactants C(OC(=O)COC1C=CC(C#N)=CC=1C#CC1C=C(S(C)(=O)=O)C=CC=1F)(C)(C)C.[C:31]([O:35][C:36](=[O:48])[CH2:37][O:38][C:39]1[CH:44]=[CH:43][C:42]([Cl:45])=[CH:41][C:40]=1[C:46]#[CH:47])([CH3:34])([CH3:33])[CH3:32].[Cl:49][C:50]1[CH:55]=[CH:54][C:53]([S:56]([C:59]([F:62])([F:61])[F:60])(=[O:58])=[O:57])=[CH:52][C:51]=1I, predict the reaction product. The product is: [C:31]([O:35][C:36](=[O:48])[CH2:37][O:38][C:39]1[CH:44]=[CH:43][C:42]([Cl:45])=[CH:41][C:40]=1[C:46]#[C:47][C:51]1[CH:52]=[C:53]([S:56]([C:59]([F:60])([F:61])[F:62])(=[O:58])=[O:57])[CH:54]=[CH:55][C:50]=1[Cl:49])([CH3:34])([CH3:33])[CH3:32]. (6) Given the reactants [C:1]([C:3]1([NH:6][CH2:7][C:8]2([OH:21])[CH2:13][CH2:12][N:11]([C:14]([O:16][C:17]([CH3:20])([CH3:19])[CH3:18])=[O:15])[CH2:10][CH2:9]2)[CH2:5][CH2:4]1)#[N:2].C(N(CC)CC)C.Cl[CH2:30][C:31](Cl)=[O:32].[H-].[Na+], predict the reaction product. The product is: [C:1]([C:3]1([N:6]2[CH2:7][C:8]3([CH2:9][CH2:10][N:11]([C:14]([O:16][C:17]([CH3:18])([CH3:20])[CH3:19])=[O:15])[CH2:12][CH2:13]3)[O:21][CH2:30][C:31]2=[O:32])[CH2:5][CH2:4]1)#[N:2]. (7) Given the reactants [CH2:1]([C@H:4]1[CH2:9][CH2:8][C@H:7]([C@H:10]2[CH2:15][CH2:14][C@H:13]([CH2:16]O)[CH2:12][CH2:11]2)[CH2:6][CH2:5]1)[CH2:2][CH3:3].N1C=CC=CC=1.S(Cl)([Cl:26])=O, predict the reaction product. The product is: [CH2:1]([C@H:4]1[CH2:9][CH2:8][C@H:7]([C@H:10]2[CH2:15][CH2:14][C@H:13]([CH2:16][Cl:26])[CH2:12][CH2:11]2)[CH2:6][CH2:5]1)[CH2:2][CH3:3].